From a dataset of Reaction yield outcomes from USPTO patents with 853,638 reactions. Predict the reaction yield, written as a fraction of the theoretical maximum amount of product (1.0 means a 100% yield; for example, 0.34 means a 34% yield). (1) The reactants are [C:1]1([C:22]2[CH:27]=[CH:26][CH:25]=[CH:24][CH:23]=2)[CH:6]=[CH:5][CH:4]=[CH:3][C:2]=1[NH:7][C:8]([O:10][CH:11]1[CH2:16][CH2:15][N:14]([CH2:17][CH2:18][C:19]([OH:21])=O)[CH2:13][CH2:12]1)=[O:9].CCN(C(C)C)C(C)C.[NH2:37][CH2:38][C:39]1[CH:40]=[C:41]([CH:44]=[CH:45][CH:46]=1)[CH2:42][OH:43].CCN=C=NCCCN(C)C. The catalyst is C(Cl)Cl.CN(C1C=CN=CC=1)C. The product is [OH:43][CH2:42][C:41]1[CH:40]=[C:39]([CH:46]=[CH:45][CH:44]=1)[CH2:38][NH:37][C:19]([CH2:18][CH2:17][N:14]1[CH2:13][CH2:12][CH:11]([O:10][C:8](=[O:9])[NH:7][C:2]2[CH:3]=[CH:4][CH:5]=[CH:6][C:1]=2[C:22]2[CH:27]=[CH:26][CH:25]=[CH:24][CH:23]=2)[CH2:16][CH2:15]1)=[O:21]. The yield is 0.570. (2) The reactants are [CH3:1][C:2]1[CH:15]=[C:5]2[C:6]([C@@H:10]3[CH2:12][C@H:11]3[CH2:13][NH2:14])=[CH:7][CH:8]=[CH:9][N:4]2[N:3]=1.C(N(CC)CC)C.[C:23](O[C:23](=[O:27])[CH2:24][CH2:25][CH3:26])(=[O:27])[CH2:24][CH2:25][CH3:26]. The catalyst is O1CCCC1.C(=O)([O-])O.[Na+]. The product is [CH3:1][C:2]1[CH:15]=[C:5]2[C:6]([C@@H:10]3[CH2:12][C@H:11]3[CH2:13][NH:14][C:23](=[O:27])[CH2:24][CH2:25][CH3:26])=[CH:7][CH:8]=[CH:9][N:4]2[N:3]=1. The yield is 0.720.